Predict the product of the given reaction. From a dataset of Forward reaction prediction with 1.9M reactions from USPTO patents (1976-2016). (1) The product is: [CH3:12][S:9]([N:8]1[C:5]2[C:4](=[CH:3][C:2]([Cl:1])=[CH:7][CH:6]=2)[C:14]2([CH2:15][CH2:16][NH:17][CH2:20]2)[CH2:13]1)(=[O:11])=[O:10]. Given the reactants [Cl:1][C:2]1[CH:7]=[CH:6][C:5]([N:8]([CH2:13][C:14](=[CH2:20])[CH2:15][CH2:16][N:17]=[N+]=[N-])[S:9]([CH3:12])(=[O:11])=[O:10])=[C:4](I)[CH:3]=1.C[Si]([SiH]([Si](C)(C)C)[Si](C)(C)C)(C)C.N(C1(C#N)CCCCC1)=NC1(C#N)CCCCC1, predict the reaction product. (2) Given the reactants [C:1]12[C:7](=[CH:8][CH:9]=[CH:10][CH:11]=1)[NH:6]C(=O)[O:4][C:2]2=O.O.[CH2:14]([NH2:16])[CH3:15], predict the reaction product. The product is: [NH2:6][C:7]1[CH:8]=[CH:9][CH:10]=[CH:11][C:1]=1[C:2]([NH:16][CH2:14][CH3:15])=[O:4].